Dataset: Reaction yield outcomes from USPTO patents with 853,638 reactions. Task: Predict the reaction yield, written as a fraction of the theoretical maximum amount of product (1.0 means a 100% yield; for example, 0.34 means a 34% yield). The reactants are [Cl:1][C:2]1[NH:7][C:6]2=[N:8][CH:9]=[CH:10][C:5]2=[C:4](Cl)[N:3]=1.C([Sn](CCCC)(CCCC)[C:17]1[O:18][CH:19]=[CH:20][CH:21]=1)CCC. The catalyst is CN(C=O)C.C(OCC)C.Cl[Pd](Cl)([P](C1C=CC=CC=1)(C1C=CC=CC=1)C1C=CC=CC=1)[P](C1C=CC=CC=1)(C1C=CC=CC=1)C1C=CC=CC=1. The product is [Cl:1][C:2]1[NH:7][C:6]2=[N:8][CH:9]=[CH:10][C:5]2=[C:4]([C:17]2[O:18][CH:19]=[CH:20][CH:21]=2)[N:3]=1. The yield is 0.610.